Dataset: NCI-60 drug combinations with 297,098 pairs across 59 cell lines. Task: Regression. Given two drug SMILES strings and cell line genomic features, predict the synergy score measuring deviation from expected non-interaction effect. (1) Drug 1: CN(C)N=NC1=C(NC=N1)C(=O)N. Drug 2: CCCCCOC(=O)NC1=NC(=O)N(C=C1F)C2C(C(C(O2)C)O)O. Cell line: SR. Synergy scores: CSS=4.67, Synergy_ZIP=-1.37, Synergy_Bliss=1.35, Synergy_Loewe=-2.07, Synergy_HSA=0.198. (2) Drug 1: C1CN1P(=S)(N2CC2)N3CC3. Drug 2: C1=NC(=NC(=O)N1C2C(C(C(O2)CO)O)O)N. Cell line: SK-MEL-28. Synergy scores: CSS=12.3, Synergy_ZIP=-0.483, Synergy_Bliss=4.85, Synergy_Loewe=-6.54, Synergy_HSA=-4.30.